The task is: Regression/Classification. Given a drug SMILES string, predict its absorption, distribution, metabolism, or excretion properties. Task type varies by dataset: regression for continuous measurements (e.g., permeability, clearance, half-life) or binary classification for categorical outcomes (e.g., BBB penetration, CYP inhibition). Dataset: cyp2c9_veith.. This data is from CYP2C9 inhibition data for predicting drug metabolism from PubChem BioAssay. (1) The drug is C[C@@H](C(=O)NCc1ccc(C(F)(F)F)nc1)[C@H]1C[C@]1(C)[C@H](NC(=O)OCc1ccccc1)c1ccccc1. The result is 1 (inhibitor). (2) The molecule is O=C(CCc1ccc(O)cc1)c1c(O)cc(O)cc1O. The result is 1 (inhibitor). (3) The molecule is C[C@@H]1[C@@H]2Cc3ccc(O)cc3[C@@]1(C)CCN2CC1CC1. The result is 0 (non-inhibitor). (4) The drug is CC12CS(=O)(=O)CC1SC(=S)N2c1ccccn1. The result is 0 (non-inhibitor). (5) The compound is CCCS(=O)(=O)N1CCCC(C(=O)N2CCN(C(=O)OCC)CC2)C1. The result is 0 (non-inhibitor). (6) The drug is N[C@@H](Cc1c[nH]c2ccccc12)C(=O)O. The result is 0 (non-inhibitor). (7) The molecule is NCC(=O)N[C@H](CO)C(=O)O. The result is 0 (non-inhibitor). (8) The compound is COc1ccc(N2CCc3c(C)nc4c(OC)cc(OC)cc4c32)c(OC)c1. The result is 0 (non-inhibitor). (9) The compound is CN(C)C=C1C(=O)N(C2CCCCC2)C(=O)N(C2CCCCC2)C1=O. The result is 1 (inhibitor). (10) The drug is COCCNC(=O)CCCCCn1c(=S)[nH]c2ccccc2c1=O. The result is 0 (non-inhibitor).